Task: Predict the product of the given reaction.. Dataset: Forward reaction prediction with 1.9M reactions from USPTO patents (1976-2016) (1) Given the reactants [CH3:1][O:2][C:3]1[CH:8]=[CH:7][C:6]([C:9]2[N:10]=[C:11]([C:22]([O:24]CC)=O)[O:12][C:13]=2[C:14]2[CH:19]=[CH:18][C:17]([O:20][CH3:21])=[CH:16][CH:15]=2)=[CH:5][CH:4]=1.C([NH2:29])=O.C[O-].[Na+], predict the reaction product. The product is: [CH3:1][O:2][C:3]1[CH:8]=[CH:7][C:6]([C:9]2[N:10]=[C:11]([C:22]([NH2:29])=[O:24])[O:12][C:13]=2[C:14]2[CH:19]=[CH:18][C:17]([O:20][CH3:21])=[CH:16][CH:15]=2)=[CH:5][CH:4]=1. (2) Given the reactants [F:1][C:2]1[CH:3]=[C:4]2[C:18](=[CH:19][CH:20]=1)[C:17](=[O:21])[C:6]1([CH2:11][CH2:10][N:9](C(OCC)=O)[CH2:8][CH2:7]1)[CH2:5]2.Cl, predict the reaction product. The product is: [F:1][C:2]1[CH:3]=[C:4]2[C:18](=[CH:19][CH:20]=1)[C:17](=[O:21])[C:6]1([CH2:11][CH2:10][NH:9][CH2:8][CH2:7]1)[CH2:5]2. (3) The product is: [CH2:1]([C:5]1[CH:6]=[CH:7][C:8]([C:11]#[C:12][C:24]2[CH:29]=[CH:28][C:27]([C:64]#[C:65][C:51]3[CH:50]=[CH:49][C:48]([CH2:43][CH2:44][CH2:45][CH3:46])=[CH:53][CH:52]=3)=[CH:26][C:25]=2[CH:31]2[CH2:34][CH2:33][CH2:32]2)=[CH:9][CH:10]=1)[CH2:2][CH2:3][CH3:4]. Given the reactants [CH2:1]([C:5]1[CH:10]=[CH:9][C:8]([C:11]#[CH:12])=[CH:7][CH:6]=1)[CH2:2][CH2:3][CH3:4].C[Si]([N-][Si](C)(C)C)(C)C.[Li+].Br[C:24]1[CH:29]=[CH:28][C:27](Br)=[CH:26][C:25]=1[CH:31]1[CH2:34][CH2:33][CH2:32]1.C1(P(C2CCCCC2)C2C=[CH:46][CH:45]=[CH:44][C:43]=2[C:48]2[C:53](OC)=[CH:52][CH:51]=[CH:50][C:49]=2OC)CCCCC1.[CH2:64]1COC[CH2:65]1, predict the reaction product. (4) Given the reactants [O:1]=[C:2]1[C:6]([C:7]2[CH:12]=[CH:11][C:10]([O:13][C:14]([F:17])([F:16])[F:15])=[CH:9][CH:8]=2)=[N:5][C:4]2([CH2:22][CH2:21][CH2:20][CH2:19][CH2:18]2)[N:3]1[CH2:23][C:24](Cl)=[O:25].O=C1C(C2C=CC(OC(F)(F)F)=CC=2)=NC2(CCCCC2)N1CC(O)=O.[NH:53]1[CH2:58][CH2:57][CH2:56][CH:55]([C:59]2[CH:64]=[CH:63][CH:62]=[CH:61][N:60]=2)[CH2:54]1.C(N(CC)CC)C, predict the reaction product. The product is: [O:25]=[C:24]([N:53]1[CH2:58][CH2:57][CH2:56][CH:55]([C:59]2[CH:64]=[CH:63][CH:62]=[CH:61][N:60]=2)[CH2:54]1)[CH2:23][N:3]1[C:4]2([CH2:22][CH2:21][CH2:20][CH2:19][CH2:18]2)[N:5]=[C:6]([C:7]2[CH:12]=[CH:11][C:10]([O:13][C:14]([F:17])([F:16])[F:15])=[CH:9][CH:8]=2)[C:2]1=[O:1].